Dataset: Reaction yield outcomes from USPTO patents with 853,638 reactions. Task: Predict the reaction yield, written as a fraction of the theoretical maximum amount of product (1.0 means a 100% yield; for example, 0.34 means a 34% yield). (1) The reactants are [CH3:1][C:2]([CH3:25])([CH3:24])[C:3]#[C:4][C:5]1[S:9][C:8]([C:10]([O:12][CH3:13])=[O:11])=[C:7]([NH:14][CH2:15][C:16]([N:18]2[CH2:23][CH2:22][O:21][CH2:20][CH2:19]2)=[O:17])[CH:6]=1.N1C=CC=CC=1.[CH3:32][C:33]1[CH:41]=[CH:40][C:36]([C:37](Cl)=[O:38])=[CH:35][CH:34]=1. The catalyst is ClC(Cl)C.CN(C1C=CN=CC=1)C.CCOC(C)=O. The product is [CH3:1][C:2]([CH3:25])([CH3:24])[C:3]#[C:4][C:5]1[S:9][C:8]([C:10]([O:12][CH3:13])=[O:11])=[C:7]([N:14]([C:37](=[O:38])[C:36]2[CH:40]=[CH:41][C:33]([CH3:32])=[CH:34][CH:35]=2)[CH2:15][C:16]([N:18]2[CH2:23][CH2:22][O:21][CH2:20][CH2:19]2)=[O:17])[CH:6]=1. The yield is 0.750. (2) The product is [CH2:1]([O:8][C:9]1[C:14]([F:15])=[CH:13][C:12]([C:16]2[N+:21]([O-:45])=[CH:20][C:19]3[C:22]([I:31])=[N:23][N:24]([CH:25]4[CH2:30][CH2:29][CH2:28][CH2:27][O:26]4)[C:18]=3[CH:17]=2)=[C:11]([CH2:32][C:33]([F:35])([F:36])[F:34])[CH:10]=1)[C:2]1[CH:7]=[CH:6][CH:5]=[CH:4][CH:3]=1. The reactants are [CH2:1]([O:8][C:9]1[C:14]([F:15])=[CH:13][C:12]([C:16]2[N:21]=[CH:20][C:19]3[C:22]([I:31])=[N:23][N:24]([CH:25]4[CH2:30][CH2:29][CH2:28][CH2:27][O:26]4)[C:18]=3[CH:17]=2)=[C:11]([CH2:32][C:33]([F:36])([F:35])[F:34])[CH:10]=1)[C:2]1[CH:7]=[CH:6][CH:5]=[CH:4][CH:3]=1.C1C=C(Cl)C=C(C(OO)=[O:45])C=1. The yield is 0.710. The catalyst is C(Cl)Cl. (3) The reactants are [OH:1][C:2]1[CH:10]=[CH:9][CH:8]=[C:7]([O:11][CH3:12])[C:3]=1[C:4]([OH:6])=O.C(N(C(C)C)C(C)C)C.CN(C(ON1N=NC2C=CC=CC1=2)=[N+](C)C)C.F[P-](F)(F)(F)(F)F.[CH2:46]([O:53][C:54]1[CH:59]=[C:58]([NH:60][C:61]2[N:66]=[C:65]([N:67]3[CH2:72][C@@H:71]([NH:73][C:74]([O:76][C:77]([CH3:80])([CH3:79])[CH3:78])=[O:75])[CH2:70][C@@H:69]([NH:81][C:82]([O:84][C:85]([CH3:88])([CH3:87])[CH3:86])=[O:83])[CH2:68]3)[N:64]=[C:63]([N:89]3[CH2:94][C@@H:93]([NH:95][C:96]([O:98][C:99]([CH3:102])([CH3:101])[CH3:100])=[O:97])[CH2:92][C@@H:91]([NH:103][C:104]([O:106][C:107]([CH3:110])([CH3:109])[CH3:108])=[O:105])[CH2:90]3)[N:62]=2)[CH:57]=[CH:56][C:55]=1[NH2:111])[C:47]1[CH:52]=[CH:51][CH:50]=[CH:49][CH:48]=1. The catalyst is CN(C=O)C. The product is [CH2:46]([O:53][C:54]1[CH:59]=[C:58]([NH:60][C:61]2[N:66]=[C:65]([N:67]3[CH2:72][C@@H:71]([NH:73][C:74]([O:76][C:77]([CH3:78])([CH3:79])[CH3:80])=[O:75])[CH2:70][C@@H:69]([NH:81][C:82]([O:84][C:85]([CH3:88])([CH3:87])[CH3:86])=[O:83])[CH2:68]3)[N:64]=[C:63]([N:89]3[CH2:90][C@@H:91]([NH:103][C:104]([O:106][C:107]([CH3:110])([CH3:109])[CH3:108])=[O:105])[CH2:92][C@@H:93]([NH:95][C:96]([O:98][C:99]([CH3:102])([CH3:101])[CH3:100])=[O:97])[CH2:94]3)[N:62]=2)[CH:57]=[CH:56][C:55]=1[NH:111][C:4](=[O:6])[C:3]1[C:7]([O:11][CH3:12])=[CH:8][CH:9]=[CH:10][C:2]=1[OH:1])[C:47]1[CH:48]=[CH:49][CH:50]=[CH:51][CH:52]=1. The yield is 0.345. (4) The reactants are Cl[C:2]1[CH:7]=[C:6]([NH:8][C:9]2[CH:18]=[CH:17][CH:16]=[C:15]([O:19][CH3:20])[C:10]=2[C:11]([NH:13][CH3:14])=[O:12])[C:5]([C:21]([F:24])([F:23])[F:22])=[CH:4][N:3]=1.[CH3:25][N:26]1[C:30]([NH2:31])=[CH:29][C:28]([CH3:32])=[N:27]1.CC1(C)C2C=CC=C(P(C3C=CC=CC=3)C3C=CC=CC=3)C=2OC2C1=CC=CC=2P(C1C=CC=CC=1)C1C=CC=CC=1.C(=O)([O-])[O-].[Cs+].[Cs+]. The catalyst is O1CCOCC1.C([O-])(=O)C.[Pd+2].C([O-])(=O)C. The product is [CH3:25][N:26]1[C:30]([NH:31][C:2]2[CH:7]=[C:6]([NH:8][C:9]3[CH:18]=[CH:17][CH:16]=[C:15]([O:19][CH3:20])[C:10]=3[C:11]([NH:13][CH3:14])=[O:12])[C:5]([C:21]([F:24])([F:23])[F:22])=[CH:4][N:3]=2)=[CH:29][C:28]([CH3:32])=[N:27]1. The yield is 0.440. (5) The reactants are Br.C[O:3][C:4]1[CH:5]=[CH:6][C:7]2[C:11]([C:12]3[CH:17]=[CH:16][N:15]=[CH:14][CH:13]=3)=[CH:10][S:9][C:8]=2[CH:18]=1.[OH-].[Na+].C(=O)(O)[O-].[Na+]. No catalyst specified. The product is [N:15]1[CH:16]=[CH:17][C:12]([C:11]2[C:7]3[CH:6]=[CH:5][C:4]([OH:3])=[CH:18][C:8]=3[S:9][CH:10]=2)=[CH:13][CH:14]=1. The yield is 0.820. (6) The reactants are Cl[C:2]1[C:7]2[CH2:8][N:9]([CH2:12][C:13]3[CH:18]=[C:17]([CH3:19])[C:16]([O:20][CH2:21][CH2:22][C:23]([F:26])([F:25])[F:24])=[CH:15][N:14]=3)[C:10](=[O:11])[C:6]=2[CH:5]=[CH:4][N:3]=1.[CH:27]([O:29][C:30]1[CH:35]=[CH:34][CH:33]=[CH:32][CH:31]=1)=[O:28]. No catalyst specified. The product is [CH3:19][C:17]1[C:16]([O:20][CH2:21][CH2:22][C:23]([F:26])([F:25])[F:24])=[CH:15][N:14]=[C:13]([CH2:12][N:9]2[C:10](=[O:11])[C:6]3[CH:5]=[CH:4][N:3]=[C:2]([C:27]([O:29][C:30]4[CH:35]=[CH:34][CH:33]=[CH:32][CH:31]=4)=[O:28])[C:7]=3[CH2:8]2)[CH:18]=1. The yield is 0.410. (7) The reactants are [CH3:1][O:2][C:3]1[CH:4]=[C:5]([C:11]2[CH:12]=[C:13]([C:22](O)=[O:23])[C:14]3[O:18][CH:17]([CH2:19][CH3:20])[CH2:16][C:15]=3[CH:21]=2)[CH:6]=[CH:7][C:8]=1[O:9][CH3:10].[NH2:25][C@@H:26]([CH2:37][OH:38])[CH2:27][C:28]1[C:36]2[C:31](=[CH:32][CH:33]=[CH:34][CH:35]=2)[NH:30][CH:29]=1.C(Cl)CCl.C1C=CC2N(O)N=NC=2C=1. The catalyst is CN(C=O)C. The product is [OH:38][CH2:37][C@H:26]([NH:25][C:22]([C:13]1[C:14]2[O:18][CH:17]([CH2:19][CH3:20])[CH2:16][C:15]=2[CH:21]=[C:11]([C:5]2[CH:6]=[CH:7][C:8]([O:9][CH3:10])=[C:3]([O:2][CH3:1])[CH:4]=2)[CH:12]=1)=[O:23])[CH2:27][C:28]1[C:36]2[C:31](=[CH:32][CH:33]=[CH:34][CH:35]=2)[NH:30][CH:29]=1. The yield is 0.840.